From a dataset of NCI-60 drug combinations with 297,098 pairs across 59 cell lines. Regression. Given two drug SMILES strings and cell line genomic features, predict the synergy score measuring deviation from expected non-interaction effect. (1) Drug 1: C1=CN(C=N1)CC(O)(P(=O)(O)O)P(=O)(O)O. Drug 2: C(CCl)NC(=O)N(CCCl)N=O. Cell line: SR. Synergy scores: CSS=22.3, Synergy_ZIP=6.49, Synergy_Bliss=4.32, Synergy_Loewe=1.16, Synergy_HSA=4.95. (2) Drug 1: CC1CCC2CC(C(=CC=CC=CC(CC(C(=O)C(C(C(=CC(C(=O)CC(OC(=O)C3CCCCN3C(=O)C(=O)C1(O2)O)C(C)CC4CCC(C(C4)OC)OCCO)C)C)O)OC)C)C)C)OC. Drug 2: B(C(CC(C)C)NC(=O)C(CC1=CC=CC=C1)NC(=O)C2=NC=CN=C2)(O)O. Cell line: RXF 393. Synergy scores: CSS=54.6, Synergy_ZIP=-0.112, Synergy_Bliss=-1.23, Synergy_Loewe=-1.87, Synergy_HSA=0.803. (3) Drug 1: CC1=C(C=C(C=C1)C(=O)NC2=CC(=CC(=C2)C(F)(F)F)N3C=C(N=C3)C)NC4=NC=CC(=N4)C5=CN=CC=C5. Drug 2: C1=NNC2=C1C(=O)NC=N2. Cell line: OVCAR-8. Synergy scores: CSS=-1.97, Synergy_ZIP=2.55, Synergy_Bliss=1.49, Synergy_Loewe=-2.31, Synergy_HSA=-3.97. (4) Drug 1: CCN(CC)CCNC(=O)C1=C(NC(=C1C)C=C2C3=C(C=CC(=C3)F)NC2=O)C. Drug 2: C1CNP(=O)(OC1)N(CCCl)CCCl. Cell line: DU-145. Synergy scores: CSS=-2.05, Synergy_ZIP=4.11, Synergy_Bliss=-0.852, Synergy_Loewe=-3.12, Synergy_HSA=-6.28.